Dataset: Retrosynthesis with 50K atom-mapped reactions and 10 reaction types from USPTO. Task: Predict the reactants needed to synthesize the given product. (1) Given the product COC(=O)CCC(C(N)=O)N1Cc2c(OCc3ccc(CNC(C)(C)C)cc3)cccc2C1=O, predict the reactants needed to synthesize it. The reactants are: CC(C)(C)N.COC(=O)CCC(C(N)=O)N1Cc2c(OCc3ccc(CBr)cc3)cccc2C1=O. (2) The reactants are: COc1cccc(B(O)O)c1.O=C(NCc1ccncc1)c1ccc2cncc(Br)c2n1. Given the product COc1cccc(-c2cncc3ccc(C(=O)NCc4ccncc4)nc23)c1, predict the reactants needed to synthesize it. (3) Given the product O=S(=O)(N[C@H]1CC[C@H](CCN2CCC(c3cccc4c3OCO4)CC2)CC1)c1ccccc1, predict the reactants needed to synthesize it. The reactants are: N[C@H]1CC[C@H](CCN2CCC(c3cccc4c3OCO4)CC2)CC1.O=S(=O)(Cl)c1ccccc1. (4) Given the product O=C(O)C(F)(F)F, predict the reactants needed to synthesize it. The reactants are: COC(=O)C(Cc1ccc(OCCn2c(=O)sc3cc(C(=O)c4ccccc4)ccc32)cc1)NC(=O)OC(C)(C)C. (5) Given the product CCNC(=O)c1noc(-c2cc(Cl)c(OCc3ccccc3)cc2OCc2ccccc2)c1NC(C)=O, predict the reactants needed to synthesize it. The reactants are: CC(=O)Cl.CCNC(=O)c1noc(-c2cc(Cl)c(OCc3ccccc3)cc2OCc2ccccc2)c1N.